From a dataset of Reaction yield outcomes from USPTO patents with 853,638 reactions. Predict the reaction yield, written as a fraction of the theoretical maximum amount of product (1.0 means a 100% yield; for example, 0.34 means a 34% yield). The yield is 0.810. The reactants are C(=O)([O-])O.[Na+].S([O-])([O-])=O.[Na+].[Na+].[Br:12][C:13]1[CH:18]=[C:17]([F:19])[CH:16]=[CH:15][C:14]=1[S:20](Cl)(=[O:22])=[O:21].[CH3:24]I. The catalyst is O.O1CCOCC1.CN(C=O)C. The product is [Br:12][C:13]1[CH:18]=[C:17]([F:19])[CH:16]=[CH:15][C:14]=1[S:20]([CH3:24])(=[O:22])=[O:21].